From a dataset of Catalyst prediction with 721,799 reactions and 888 catalyst types from USPTO. Predict which catalyst facilitates the given reaction. (1) Reactant: [C:1]([CH2:3][C:4]([OH:6])=O)#[N:2].[NH:7]1[C:15]2[C:10](=[CH:11][CH:12]=[CH:13][CH:14]=2)[CH:9]=[CH:8]1. Product: [NH:7]1[C:15]2[C:10](=[CH:11][CH:12]=[CH:13][CH:14]=2)[C:9]([C:4](=[O:6])[CH2:3][C:1]#[N:2])=[CH:8]1. The catalyst class is: 152. (2) Reactant: [O:1]1[C@H:5]2[O:6][CH2:7][CH2:8][C@H:4]2[C@@H:3]([OH:9])[CH2:2]1.C1COCC1.CC(OI1(OC(C)=O)(OC(C)=O)OC(=O)C2C=CC=CC1=2)=O. Product: [O:1]1[C@H:5]2[O:6][CH2:7][CH2:8][C@H:4]2[C:3](=[O:9])[CH2:2]1. The catalyst class is: 2. (3) The catalyst class is: 4. Product: [CH3:17][C:3]1[NH:4][C:5]([C:7]2[CH:8]=[CH:9][C:10]([C:13]([F:16])([F:14])[F:15])=[CH:11][CH:12]=2)=[N:6][C:2]=1[CH2:1][N:25]1[CH2:26][CH2:27][C:22]2([O:28][CH2:19][CH2:20][O:21]2)[CH2:23][CH2:24]1. Reactant: [CH3:1][C:2]1[NH:6][C:5]([C:7]2[CH:12]=[CH:11][C:10]([C:13]([F:16])([F:15])[F:14])=[CH:9][CH:8]=2)=[N:4][C:3]=1[CH:17]=O.[CH2:19]1[O:28][C:22]2([CH2:27][CH2:26][NH:25][CH2:24][CH2:23]2)[O:21][CH2:20]1.[Na].[OH-].[Na+].